Task: Predict the reactants needed to synthesize the given product.. Dataset: Full USPTO retrosynthesis dataset with 1.9M reactions from patents (1976-2016) (1) Given the product [OH:6][C:7]1[CH:12]=[CH:11][C:10]([C:13]2[CH:18]=[CH:17][C:16]([CH:19]([C:20]([O:22][CH3:23])=[O:21])[C:24]([O:26][CH3:27])=[O:25])=[C:15]([N+:28]([O-:30])=[O:29])[CH:14]=2)=[CH:9][CH:8]=1, predict the reactants needed to synthesize it. The reactants are: B(Br)(Br)Br.C[O:6][C:7]1[CH:12]=[CH:11][C:10]([C:13]2[CH:18]=[CH:17][C:16]([CH:19]([C:24]([O:26][CH3:27])=[O:25])[C:20]([O:22][CH3:23])=[O:21])=[C:15]([N+:28]([O-:30])=[O:29])[CH:14]=2)=[CH:9][CH:8]=1.O. (2) The reactants are: [CH3:1][C:2]1[S:6][C:5]2[NH:7][C:8]3[CH:9]=[CH:10][CH:11]=[CH:12][C:13]=3[N:14]=[C:15]([N:16]3[CH2:21][CH2:20][N:19]([CH3:22])[CH2:18][CH2:17]3)[C:4]=2[CH:3]=1.[ClH:23]. Given the product [ClH:23].[ClH:23].[CH3:1][C:2]1[S:6][C:5]2[NH:7][C:8]3[CH:9]=[CH:10][CH:11]=[CH:12][C:13]=3[N:14]=[C:15]([N:16]3[CH2:21][CH2:20][N:19]([CH3:22])[CH2:18][CH2:17]3)[C:4]=2[CH:3]=1, predict the reactants needed to synthesize it. (3) The reactants are: [NH2:1][CH:2]1[C:8](=[O:9])[N:7]([CH3:10])[C:6]2[CH:11]=[CH:12][CH:13]=[CH:14][C:5]=2[C:4]2[CH:15]=[CH:16][CH:17]=[CH:18][C:3]1=2.[F:19][C:20]1[CH:21]=[C:22]([CH:38]=[C:39]([F:41])[CH:40]=1)[CH2:23][NH:24][C:25](=[O:37])[CH:26]([CH2:30][C:31]1[CH:36]=[CH:35][CH:34]=[CH:33][CH:32]=1)[C:27](O)=[O:28]. Given the product [CH2:30]([CH:26]([C:27]([NH:1][CH:2]1[C:8](=[O:9])[N:7]([CH3:10])[C:6]2[CH:11]=[CH:12][CH:13]=[CH:14][C:5]=2[C:4]2[CH:15]=[CH:16][CH:17]=[CH:18][C:3]1=2)=[O:28])[C:25]([NH:24][CH2:23][C:22]1[CH:38]=[C:39]([F:41])[CH:40]=[C:20]([F:19])[CH:21]=1)=[O:37])[C:31]1[CH:32]=[CH:33][CH:34]=[CH:35][CH:36]=1, predict the reactants needed to synthesize it. (4) The reactants are: [CH3:1][O:2][C:3]1[CH:8]=[CH:7][C:6]([C:9]2[CH:17]=[CH:16][CH:15]=[C:14]3[C:10]=2[CH2:11][C:12](=[O:18])[NH:13]3)=[CH:5][CH:4]=1.[N:19]1([CH2:24][CH2:25][NH:26][C:27]([C:29]2[C:33]([CH3:34])=[C:32]([CH:35]=O)[NH:31][C:30]=2[CH3:37])=[O:28])[CH2:23][CH2:22][CH2:21][CH2:20]1. Given the product [N:19]1([CH2:24][CH2:25][NH:26][C:27]([C:29]2[C:33]([CH3:34])=[C:32]([CH:35]=[C:11]3[C:10]4[C:14](=[CH:15][CH:16]=[CH:17][C:9]=4[C:6]4[CH:7]=[CH:8][C:3]([O:2][CH3:1])=[CH:4][CH:5]=4)[NH:13][C:12]3=[O:18])[NH:31][C:30]=2[CH3:37])=[O:28])[CH2:23][CH2:22][CH2:21][CH2:20]1, predict the reactants needed to synthesize it. (5) Given the product [CH2:32]([O:26][C:5]1[CH:6]=[C:7]([C:10]2[O:11][CH:12]=[C:13]([CH2:15][NH:16][C:17](=[O:25])[C:18]3[C:23]([CH3:24])=[CH:22][CH:21]=[CH:20][N:19]=3)[N:14]=2)[CH:8]=[CH:9][C:4]=1[O:3][CH:2]([F:1])[F:27])[CH2:31][CH:30]=[CH2:29], predict the reactants needed to synthesize it. The reactants are: [F:1][CH:2]([F:27])[O:3][C:4]1[CH:9]=[CH:8][C:7]([C:10]2[O:11][CH:12]=[C:13]([CH2:15][NH:16][C:17](=[O:25])[C:18]3[C:23]([CH3:24])=[CH:22][CH:21]=[CH:20][N:19]=3)[N:14]=2)=[CH:6][C:5]=1[OH:26].Br[CH2:29][CH2:30][CH:31]=[CH2:32].